From a dataset of Peptide-MHC class II binding affinity with 134,281 pairs from IEDB. Regression. Given a peptide amino acid sequence and an MHC pseudo amino acid sequence, predict their binding affinity value. This is MHC class II binding data. (1) The peptide sequence is QLPQFLQPQ. The MHC is DRB1_0701 with pseudo-sequence DRB1_0701. The binding affinity (normalized) is 0. (2) The peptide sequence is LKNCVDAKMTEEDKE. The MHC is DRB3_0101 with pseudo-sequence DRB3_0101. The binding affinity (normalized) is 0.0541. (3) The peptide sequence is DWYSPACGKAGCQTYKWETF. The MHC is DRB1_0301 with pseudo-sequence DRB1_0301. The binding affinity (normalized) is 0. (4) The binding affinity (normalized) is 0.422. The peptide sequence is EICPAVKRDVDLFLTGT. The MHC is DRB4_0101 with pseudo-sequence DRB4_0103.